From a dataset of Peptide-MHC class II binding affinity with 134,281 pairs from IEDB. Regression. Given a peptide amino acid sequence and an MHC pseudo amino acid sequence, predict their binding affinity value. This is MHC class II binding data. (1) The peptide sequence is FEAMYLGTCQTLTPM. The MHC is HLA-DPA10103-DPB10401 with pseudo-sequence HLA-DPA10103-DPB10401. The binding affinity (normalized) is 0.359. (2) The peptide sequence is LEPVKCDTLLCDIGE. The MHC is DRB1_1301 with pseudo-sequence DRB1_1301. The binding affinity (normalized) is 0. (3) The peptide sequence is TKPEVISVMKRRIEE. The MHC is DRB1_0701 with pseudo-sequence DRB1_0701. The binding affinity (normalized) is 0.538. (4) The peptide sequence is GIHTVFGSAFQGLFG. The MHC is DRB1_1101 with pseudo-sequence DRB1_1101. The binding affinity (normalized) is 0.268. (5) The peptide sequence is TSKLDAAYKLAYKTA. The MHC is HLA-DPA10201-DPB10101 with pseudo-sequence HLA-DPA10201-DPB10101. The binding affinity (normalized) is 0.420. (6) The peptide sequence is LIGFGLRTLWSPRER. The MHC is DRB1_0404 with pseudo-sequence DRB1_0404. The binding affinity (normalized) is 0.778. (7) The MHC is HLA-DQA10501-DQB10301 with pseudo-sequence HLA-DQA10501-DQB10301. The binding affinity (normalized) is 0.721. The peptide sequence is AQATAGTTVYGAFAA.